Dataset: Full USPTO retrosynthesis dataset with 1.9M reactions from patents (1976-2016). Task: Predict the reactants needed to synthesize the given product. (1) The reactants are: [CH3:1][O:2][C:3]([C:5]1([CH2:10][NH:11]C2CCCC2)[CH2:9][CH2:8][CH2:7][CH2:6]1)=[O:4].ClC1N=C(Cl)C([N+]([O-])=O)=CN=1.C(N(CC)CC)C. Given the product [CH3:1][O:2][C:3]([C:5]1([CH2:10][NH2:11])[CH2:6][CH2:7][CH2:8][CH2:9]1)=[O:4], predict the reactants needed to synthesize it. (2) Given the product [F:10][C:8]1[CH:7]=[C:6]([B:11]([OH:13])[OH:12])[CH:5]=[C:4]([C:1]([O:3][CH3:19])=[O:2])[CH:9]=1, predict the reactants needed to synthesize it. The reactants are: [C:1]([C:4]1[CH:5]=[C:6]([B:11]([OH:13])[OH:12])[CH:7]=[C:8]([F:10])[CH:9]=1)([OH:3])=[O:2].S(=O)(=O)(O)O.[CH3:19]O. (3) Given the product [OH:47][CH:46]([C:48]1[CH:8]=[CH:7][N:6]2[C:9]([C:12]3[CH:21]=[CH:20][C:19]4[C:14](=[C:15]([N:22]5[CH2:27][CH2:26][CH:25]([CH2:28][NH:29][C:30](=[O:36])[O:31][C:32]([CH3:35])([CH3:34])[CH3:33])[CH2:24][CH2:23]5)[CH:16]=[CH:17][CH:18]=4)[N:13]=3)=[N:10][N:11]=[C:5]2[CH:4]=1)[CH2:45][OH:41], predict the reactants needed to synthesize it. The reactants are: C(C1[CH:8]=[CH:7][N:6]2[C:9]([C:12]3[CH:21]=[CH:20][C:19]4[C:14](=[C:15]([N:22]5[CH2:27][CH2:26][CH:25]([CH2:28][NH:29][C:30](=[O:36])[O:31][C:32]([CH3:35])([CH3:34])[CH3:33])[CH2:24][CH2:23]5)[CH:16]=[CH:17][CH:18]=4)[N:13]=3)=[N:10][N:11]=[C:5]2[CH:4]=1)=C.C[N+]1([O-])CC[O:41]CC1.[CH3:45][C:46]([CH3:48])=[O:47]. (4) Given the product [OH:28][NH:27][C:20]([C:17]1[CH:18]=[CH:19][C:13]2[NH:12][C:11](=[O:24])[CH2:10][N:9]([C:7](=[O:8])[C:6]3[CH:5]=[CH:4][C:3]([O:2][CH3:1])=[CH:26][CH:25]=3)[CH2:15][C:14]=2[CH:16]=1)=[O:22], predict the reactants needed to synthesize it. The reactants are: [CH3:1][O:2][C:3]1[CH:26]=[CH:25][C:6]([C:7]([N:9]2[CH2:15][C:14]3[CH:16]=[C:17]([C:20]([O:22]C)=O)[CH:18]=[CH:19][C:13]=3[NH:12][C:11](=[O:24])[CH2:10]2)=[O:8])=[CH:5][CH:4]=1.[NH2:27][OH:28].[OH-].[Na+].Cl. (5) Given the product [ClH:21].[CH3:19][S:18][C:16]([NH:15][C:12]1[CH:13]=[CH:14][C:9]([CH2:8][NH2:7])=[CH:10][CH:11]=1)=[O:17], predict the reactants needed to synthesize it. The reactants are: C(OC(=O)[NH:7][CH2:8][C:9]1[CH:14]=[CH:13][C:12]([NH:15][C:16]([S:18][CH3:19])=[O:17])=[CH:11][CH:10]=1)(C)(C)C.[ClH:21]. (6) Given the product [CH2:1]([N:8]1[C:16]2[CH:15]=[CH:14][CH:13]=[C:12]([NH2:17])[C:11]=2[CH:10]=[N:9]1)[C:2]1[CH:3]=[CH:4][CH:5]=[CH:6][CH:7]=1, predict the reactants needed to synthesize it. The reactants are: [CH2:1]([N:8]1[C:16]2[C:11](=[C:12]([N+:17]([O-])=O)[CH:13]=[CH:14][CH:15]=2)[CH:10]=[N:9]1)[C:2]1[CH:7]=[CH:6][CH:5]=[CH:4][CH:3]=1.[Cl-].[NH4+]. (7) Given the product [C:42]([C:37]1[CH:38]=[C:39]2[C:34](=[C:35]([F:46])[CH:36]=1)[C:33](=[O:47])[N:32]([C:7]1[CH:8]=[CH:9][CH:10]=[C:11]([C:12]3[CH:17]=[C:16]([NH:18][C:19]4[CH:24]=[CH:23][C:22]([S:25]([CH2:28][CH3:29])(=[O:26])=[O:27])=[CH:21][N:20]=4)[C:15](=[O:30])[N:14]([CH3:31])[N:13]=3)[C:6]=1[CH2:5][OH:4])[N:41]=[CH:40]2)([CH3:43])([CH3:44])[CH3:45], predict the reactants needed to synthesize it. The reactants are: C([O:4][CH2:5][C:6]1[C:11]([C:12]2[CH:17]=[C:16]([NH:18][C:19]3[CH:24]=[CH:23][C:22]([S:25]([CH2:28][CH3:29])(=[O:27])=[O:26])=[CH:21][N:20]=3)[C:15](=[O:30])[N:14]([CH3:31])[N:13]=2)=[CH:10][CH:9]=[CH:8][C:7]=1[N:32]1[N:41]=[CH:40][C:39]2[C:34](=[C:35]([F:46])[CH:36]=[C:37]([C:42]([CH3:45])([CH3:44])[CH3:43])[CH:38]=2)[C:33]1=[O:47])(=O)C.[Li+].[OH-].